Dataset: Full USPTO retrosynthesis dataset with 1.9M reactions from patents (1976-2016). Task: Predict the reactants needed to synthesize the given product. (1) Given the product [CH:32]1([C:23]2[C:24]([O:26][CH2:27][C:28]([F:29])([F:31])[F:30])=[CH:25][C:20]([C:19]([NH:18][C:10]([C:12]3[N:16]=[C:15]([CH3:17])[O:14][N:13]=3)([CH3:11])[CH2:9][OH:8])=[O:35])=[N:21][CH:22]=2)[CH2:34][CH2:33]1, predict the reactants needed to synthesize it. The reactants are: C([O:8][CH2:9][C:10]([NH:18][C:19](=[O:35])[C:20]1[CH:25]=[C:24]([O:26][CH2:27][C:28]([F:31])([F:30])[F:29])[C:23]([CH:32]2[CH2:34][CH2:33]2)=[CH:22][N:21]=1)([C:12]1[N:16]=[C:15]([CH3:17])[O:14][N:13]=1)[CH3:11])C1C=CC=CC=1.B(Br)(Br)Br. (2) Given the product [F:41][C:42]([F:61])([F:60])[S:43]([O:33][C:30]1[CH:29]=[CH:28][C:27]([CH:8]([NH:7][C:6]([O:5][C:1]([CH3:4])([CH3:2])[CH3:3])=[O:34])[C:9]([N:11]2[CH2:15][CH2:14][C@H:13]([O:16][CH2:17][CH2:18][O:19][CH2:20][CH2:21][O:22][CH2:23][CH2:24][O:25][CH3:26])[CH2:12]2)=[O:10])=[CH:32][CH:31]=1)(=[O:45])=[O:44], predict the reactants needed to synthesize it. The reactants are: [C:1]([O:5][C:6](=[O:34])[NH:7][CH:8]([C:27]1[CH:32]=[CH:31][C:30]([OH:33])=[CH:29][CH:28]=1)[C:9]([N:11]1[CH2:15][CH2:14][C@H:13]([O:16][CH2:17][CH2:18][O:19][CH2:20][CH2:21][O:22][CH2:23][CH2:24][O:25][CH3:26])[CH2:12]1)=[O:10])([CH3:4])([CH3:3])[CH3:2].C(=O)([O-])[O-].[Cs+].[Cs+].[F:41][C:42]([F:61])([F:60])[S:43](N(C1C=CC=CC=1)[S:43]([C:42]([F:61])([F:60])[F:41])(=[O:45])=[O:44])(=[O:45])=[O:44]. (3) Given the product [CH2:1]([O:3][C:4]([C:6]1[NH:15][C:9]2=[N:10][C:11]([N:24]3[CH2:25][CH2:26][N:21]([CH:16]4[CH2:20][CH2:19][CH2:18][CH2:17]4)[CH2:22][CH2:23]3)=[CH:12][CH:13]=[C:8]2[CH:7]=1)=[O:5])[CH3:2], predict the reactants needed to synthesize it. The reactants are: [CH2:1]([O:3][C:4]([C:6]1[NH:15][C:9]2=[N:10][C:11](Br)=[CH:12][CH:13]=[C:8]2[CH:7]=1)=[O:5])[CH3:2].[CH:16]1([N:21]2[CH2:26][CH2:25][NH:24][CH2:23][CH2:22]2)[CH2:20][CH2:19][CH2:18][CH2:17]1. (4) The reactants are: [C:1]([C:5]1[N:10]=[CH:9][C:8]([C:11]2[N:12]([C:32](Cl)=[O:33])[C@@:13]([C:25]3[CH:30]=[CH:29][C:28]([Cl:31])=[CH:27][CH:26]=3)([CH3:24])[C@@:14]([C:17]3[CH:22]=[CH:21][C:20]([Cl:23])=[CH:19][CH:18]=3)([CH3:16])[N:15]=2)=[C:7]([O:35][CH2:36][CH3:37])[CH:6]=1)([CH3:4])([CH3:3])[CH3:2].[NH:38]1[CH2:43][CH2:42][CH:41]([N:44]2[CH2:49][CH2:48][O:47][CH2:46][CH2:45]2)[CH2:40][CH2:39]1. Given the product [C:1]([C:5]1[N:10]=[CH:9][C:8]([C:11]2[N:12]([C:32]([N:38]3[CH2:43][CH2:42][CH:41]([N:44]4[CH2:49][CH2:48][O:47][CH2:46][CH2:45]4)[CH2:40][CH2:39]3)=[O:33])[C@@:13]([C:25]3[CH:26]=[CH:27][C:28]([Cl:31])=[CH:29][CH:30]=3)([CH3:24])[C@@:14]([C:17]3[CH:18]=[CH:19][C:20]([Cl:23])=[CH:21][CH:22]=3)([CH3:16])[N:15]=2)=[C:7]([O:35][CH2:36][CH3:37])[CH:6]=1)([CH3:2])([CH3:3])[CH3:4], predict the reactants needed to synthesize it. (5) Given the product [NH2:47][C:14]1[C:15]2[C:10](=[CH:9][C:8]([C:6]([N:4]3[CH2:5][C:2]([F:1])([F:30])[CH2:3]3)=[O:7])=[CH:17][CH:16]=2)[C:11]([C:18]2[CH:19]=[CH:20][C:21]([C:24]3[CH:25]=[N:26][N:27]([CH3:29])[CH:28]=3)=[CH:22][CH:23]=2)=[CH:12][N:13]=1, predict the reactants needed to synthesize it. The reactants are: [F:1][C:2]1([F:30])[CH2:5][N:4]([C:6]([C:8]2[CH:9]=[C:10]3[C:15](=[CH:16][CH:17]=2)[CH:14]=[N:13][CH:12]=[C:11]3[C:18]2[CH:23]=[CH:22][C:21]([C:24]3[CH:25]=[N:26][N:27]([CH3:29])[CH:28]=3)=[CH:20][CH:19]=2)=[O:7])[CH2:3]1.ClC1C=C(C=CC=1)C(OO)=O.C([O-])(O)=O.[Na+].[N:47]1C=CC=CC=1.C1(C)C=CC(S(Cl)(=O)=O)=CC=1.C(CN)O. (6) Given the product [OH:10][CH2:9][C@@H:8]1[NH:11][C:12](=[O:13])[C@@H:4]([CH3:3])[NH:6][C:7]1=[O:22], predict the reactants needed to synthesize it. The reactants are: CO[C:3](=O)[C@H:4]([NH:6][C:7](=[O:22])[C@@H:8]([NH:11][C:12](OCC1C=CC=CC=1)=[O:13])[CH2:9][OH:10])C.C1CCCCC=1. (7) Given the product [CH3:1][O:2][C:3]1[CH:11]=[C:10]2[C:6](=[CH:5][CH:4]=1)[C@H:7]([C@H:12]([CH2:16][CH3:17])[C:13]([OH:15])=[O:14])[CH2:8][CH2:9]2, predict the reactants needed to synthesize it. The reactants are: [CH3:1][O:2][C:3]1[CH:11]=[C:10]2[C:6]([C:7]([CH:12]([CH2:16][CH3:17])[C:13]([OH:15])=[O:14])=[CH:8][CH2:9]2)=[CH:5][CH:4]=1.C(N(CC)CC)C. (8) Given the product [CH2:14]([O:17][C:18]([C:21]1[CH:25]=[C:24]([NH:26][C:27]2[C:28]3[CH2:44][CH2:43][CH2:42][C:29]=3[N:30]=[C:31]([N:33]3[CH2:37][CH2:36][CH2:35][CH:34]3[C:38]([NH:8][C:5]3[CH:6]=[N:7][C:2]([F:1])=[CH:3][CH:4]=3)=[O:39])[N:32]=2)[NH:23][N:22]=1)([CH3:20])[CH3:19])[CH:15]=[CH2:16], predict the reactants needed to synthesize it. The reactants are: [F:1][C:2]1[N:7]=[CH:6][C:5]([NH2:8])=[CH:4][CH:3]=1.C([Mg]Cl)(C)C.[CH2:14]([O:17][C:18]([C:21]1[CH:25]=[C:24]([NH:26][C:27]2[C:28]3[CH2:44][CH2:43][CH2:42][C:29]=3[N:30]=[C:31]([N:33]3[CH2:37][CH2:36][CH2:35][CH:34]3[C:38](OC)=[O:39])[N:32]=2)[NH:23][N:22]=1)([CH3:20])[CH3:19])[CH:15]=[CH2:16]. (9) Given the product [C:31]1([CH2:30][C@@H:25]([NH:24][C:2]2[N:7]=[C:6]([N:8]3[C:17]4[C:12](=[CH:13][N:14]=[C:15]([C:18]5[CH:23]=[CH:22][CH:21]=[CH:20][CH:19]=5)[CH:16]=4)[CH2:11][CH2:10][CH2:9]3)[CH:5]=[CH:4][N:3]=2)[CH2:26][C:27]([OH:29])=[O:28])[CH:36]=[CH:35][CH:34]=[CH:33][CH:32]=1, predict the reactants needed to synthesize it. The reactants are: F[C:2]1[N:7]=[C:6]([N:8]2[C:17]3[C:12](=[CH:13][N:14]=[C:15]([C:18]4[CH:23]=[CH:22][CH:21]=[CH:20][CH:19]=4)[CH:16]=3)[CH2:11][CH2:10][CH2:9]2)[CH:5]=[CH:4][N:3]=1.[NH2:24][C@H:25]([CH2:30][C:31]1[CH:36]=[CH:35][CH:34]=[CH:33][CH:32]=1)[CH2:26][C:27]([OH:29])=[O:28].